Dataset: Reaction yield outcomes from USPTO patents with 853,638 reactions. Task: Predict the reaction yield, written as a fraction of the theoretical maximum amount of product (1.0 means a 100% yield; for example, 0.34 means a 34% yield). The reactants are [O:1]=[C:2]1[C:7]([CH2:8][C:9]2[CH:14]=[CH:13][C:12]([C:15]3[C:16]([C:21]#[N:22])=[CH:17][CH:18]=[CH:19][CH:20]=3)=[CH:11][CH:10]=2)=[C:6]([CH2:23][CH2:24][CH3:25])[N:5]2[N:26]=[CH:27][N:28]=[C:4]2[N:3]1[CH:29]1[CH2:34][CH2:33][CH:32]([O:35][CH2:36][CH:37]=[CH2:38])[CH2:31][CH2:30]1.I([O-])(=O)(=O)=[O:40].[Na+].C[Mg]Br.[Cl-].[NH4+].C(=O)([O-])O.[Na+].S([O-])([O-])(=O)=S.[Na+].[Na+]. The catalyst is C(OCC)(=O)C.O.O1CCCC1.C(#N)C.[Os]=O.CC(C)=O. The product is [O:1]=[C:2]1[C:7]([CH2:8][C:9]2[CH:10]=[CH:11][C:12]([C:15]3[C:16]([C:21]#[N:22])=[CH:17][CH:18]=[CH:19][CH:20]=3)=[CH:13][CH:14]=2)=[C:6]([CH2:23][CH2:24][CH3:25])[N:5]2[N:26]=[CH:27][N:28]=[C:4]2[N:3]1[CH:29]1[CH2:30][CH2:31][CH:32]([O:35][CH2:36][C:37](=[O:40])[CH3:38])[CH2:33][CH2:34]1. The yield is 0.680.